From a dataset of Full USPTO retrosynthesis dataset with 1.9M reactions from patents (1976-2016). Predict the reactants needed to synthesize the given product. (1) Given the product [NH:29]1[CH2:30][CH2:31][CH2:32][CH2:33][CH:27]([NH:26][C:24](=[O:25])[C:23]2[CH:41]=[CH:42][C:20]([NH:19][C:9]3[N:8]=[C:7]4[C:12]([N:13]([CH3:18])[C:14](=[O:17])[CH2:15][CH2:16][N:6]4[CH:1]4[CH2:5][CH2:4][CH2:3][CH2:2]4)=[CH:11][N:10]=3)=[C:21]([O:43][CH3:44])[CH:22]=2)[CH2:28]1, predict the reactants needed to synthesize it. The reactants are: [CH:1]1([N:6]2[CH2:16][CH2:15][C:14](=[O:17])[N:13]([CH3:18])[C:12]3[C:7]2=[N:8][C:9]([NH:19][C:20]2[CH:42]=[CH:41][C:23]([C:24]([NH:26][CH:27]4[CH2:33][CH2:32][CH2:31][CH2:30][N:29](C(OC(C)(C)C)=O)[CH2:28]4)=[O:25])=[CH:22][C:21]=2[O:43][CH3:44])=[N:10][CH:11]=3)[CH2:5][CH2:4][CH2:3][CH2:2]1.C(O)(C(F)(F)F)=O. (2) Given the product [O:1]1[CH:5]=[CH:4][CH:3]=[C:2]1[C:6]([OH:8])([CH2:10][CH3:11])[CH2:19][CH3:20], predict the reactants needed to synthesize it. The reactants are: [O:1]1[CH:5]=[CH:4][CH:3]=[C:2]1[C:6]([O:8]C)=O.[CH2:10]([Mg]Br)[CH3:11].C(=O)(O)[O-].[Na+].[CH2:19](OCC)[CH3:20]. (3) Given the product [NH2:16][C:17]1[CH:25]=[C:24]([CH2:26][OH:27])[C:23]([C:28]([F:29])([F:30])[F:31])=[CH:22][C:18]=1[C:19]([NH:9][CH2:8][C:7]1[CH:10]=[C:3]([Cl:2])[CH:4]=[CH:5][C:6]=1[S:11]([CH2:14][CH3:15])(=[O:13])=[O:12])=[O:20], predict the reactants needed to synthesize it. The reactants are: Cl.[Cl:2][C:3]1[CH:4]=[CH:5][C:6]([S:11]([CH2:14][CH3:15])(=[O:13])=[O:12])=[C:7]([CH:10]=1)[CH2:8][NH2:9].[NH2:16][C:17]1[CH:25]=[C:24]([CH2:26][OH:27])[C:23]([C:28]([F:31])([F:30])[F:29])=[CH:22][C:18]=1[C:19](O)=[O:20].CN(C(ON1N=NC2C=CC=CC1=2)=[N+](C)C)C.F[P-](F)(F)(F)(F)F. (4) Given the product [Br:1][C:2]1[C:3]([F:12])=[C:4]2[C:10]([NH:11][C:17](=[O:16])[CH2:18][OH:19])=[CH:9][NH:8][C:5]2=[N:6][CH:7]=1, predict the reactants needed to synthesize it. The reactants are: [Br:1][C:2]1[C:3]([F:12])=[C:4]2[C:10]([NH2:11])=[CH:9][NH:8][C:5]2=[N:6][CH:7]=1.[C:18]([O:16][CH2:17][C:18]([OH:16])=[O:19])(=[O:19])[CH3:17].C1N(P(Cl)(N2C(=O)OCC2)=O)C(=O)OC1.C(N(CC)CC)C.[Li+].[OH-]. (5) Given the product [C:5]([C:6]([F:12])([F:11])[S:7]([O-:1])(=[O:9])=[O:8])([OH:4])=[O:13].[Na+:2], predict the reactants needed to synthesize it. The reactants are: [OH-:1].[Na+:2].C[O:4][C:5](=[O:13])[C:6]([F:12])([F:11])[S:7](F)(=[O:9])=[O:8]. (6) Given the product [O:1]=[C:2]1[C@@H:6]2[CH2:7][N:8]([C:11]([O:13][CH2:14][C:15]3[CH:16]=[CH:17][CH:18]=[CH:19][CH:20]=3)=[O:12])[CH2:9][CH2:10][C@@H:5]2[CH2:4][CH2:3]1, predict the reactants needed to synthesize it. The reactants are: [O:1]=[C:2]1[C@H:6]2[CH2:7][N:8]([C:11]([O:13][CH2:14][C:15]3[CH:20]=[CH:19][CH:18]=[CH:17][CH:16]=3)=[O:12])[CH2:9][CH2:10][C@@H:5]2[CH2:4][CH2:3]1.